From a dataset of Reaction yield outcomes from USPTO patents with 853,638 reactions. Predict the reaction yield, written as a fraction of the theoretical maximum amount of product (1.0 means a 100% yield; for example, 0.34 means a 34% yield). (1) The reactants are [Cl:1][C:2]1[CH:3]=[C:4]([C@:8]2([OH:17])[O:13][CH2:12][C:11]([CH3:15])([CH3:14])[NH:10][C@H:9]2[CH3:16])[CH:5]=[CH:6][CH:7]=1. The catalyst is C(OCC)C. The product is [ClH:1].[Cl:1][C:2]1[CH:3]=[C:4]([C@:8]2([OH:17])[O:13][CH2:12][C:11]([CH3:14])([CH3:15])[NH:10][C@H:9]2[CH3:16])[CH:5]=[CH:6][CH:7]=1. The yield is 0.930. (2) The reactants are Cl[C:2]1[CH:7]=[CH:6][N:5]2[N:8]=[C:9]([C:23]3[CH:28]=[CH:27][C:26]([F:29])=[CH:25][CH:24]=3)[C:10]([C:11]3[CH:16]=[CH:15][N:14]=[C:13]([NH:17][CH:18]4[CH2:22][CH2:21][CH2:20][CH2:19]4)[N:12]=3)=[C:4]2[CH:3]=1.C1(P(C2C=CC=CC=2)C2C=CC3C(=CC=CC=3)C=2C2C3C(=CC=CC=3)C=CC=2P(C2C=CC=CC=2)C2C=CC=CC=2)C=CC=CC=1.C(=O)([O-])[O-].[Cs+].[Cs+].C(OCC)(=O)C.[CH:88]1([NH2:93])[CH2:92][CH2:91][CH2:90][CH2:89]1. The catalyst is C([O-])(=O)C.[Pd+2].C([O-])(=O)C.O. The product is [CH:88]1([NH:93][C:2]2[CH:7]=[CH:6][N:5]3[N:8]=[C:9]([C:23]4[CH:28]=[CH:27][C:26]([F:29])=[CH:25][CH:24]=4)[C:10]([C:11]4[CH:16]=[CH:15][N:14]=[C:13]([NH:17][CH:18]5[CH2:22][CH2:21][CH2:20][CH2:19]5)[N:12]=4)=[C:4]3[CH:3]=2)[CH2:92][CH2:91][CH2:90][CH2:89]1. The yield is 0.700. (3) The reactants are [CH2:1]([CH:8]1[CH2:13][CH2:12][NH:11][CH2:10][CH2:9]1)[C:2]1[CH:7]=[CH:6][CH:5]=[CH:4][CH:3]=1.[CH:14]([CH:16]=[CH2:17])=O.[NH2:18][C:19]1[CH:23]=[C:22]([CH3:24])[O:21][N:20]=1.C(O[BH-](OC(=O)C)OC(=O)C)(=O)C.[Na+].[OH-].[Na+]. The catalyst is C1COCC1.C1CCN2C(=NCCC2)CC1. The product is [CH2:1]([CH:8]1[CH2:13][CH2:12][N:11]([CH2:14][CH2:16][CH2:17][NH:18][C:19]2[CH:23]=[C:22]([CH3:24])[O:21][N:20]=2)[CH2:10][CH2:9]1)[C:2]1[CH:7]=[CH:6][CH:5]=[CH:4][CH:3]=1. The yield is 0.370. (4) The reactants are [S:1]1[CH2:6][CH2:5][N:4]([CH:7]2[CH2:11][CH2:10][N:9]([C:12]([O:14][C:15]([CH3:18])([CH3:17])[CH3:16])=[O:13])[CH2:8]2)[C:3]2[CH:19]=[CH:20][CH:21]=[CH:22][C:2]1=2.[Br:23]N1C(=O)CCC1=O. The catalyst is CN(C=O)C.O. The product is [Br:23][C:21]1[CH:20]=[CH:19][C:3]2[N:4]([CH:7]3[CH2:11][CH2:10][N:9]([C:12]([O:14][C:15]([CH3:18])([CH3:17])[CH3:16])=[O:13])[CH2:8]3)[CH2:5][CH2:6][S:1][C:2]=2[CH:22]=1. The yield is 0.900. (5) The reactants are C[O:2][C:3](=[O:23])[CH:4]([C:11]1[CH:16]=[CH:15][C:14]([S:17]([CH3:20])(=[O:19])=[O:18])=[C:13]([C:21]#[N:22])[CH:12]=1)[CH2:5][CH:6]1[CH2:10][CH2:9][CH2:8][CH2:7]1.[OH-].[Li+]. The catalyst is O1CCCC1. The product is [C:21]([C:13]1[CH:12]=[C:11]([CH:4]([CH2:5][CH:6]2[CH2:7][CH2:8][CH2:9][CH2:10]2)[C:3]([OH:23])=[O:2])[CH:16]=[CH:15][C:14]=1[S:17]([CH3:20])(=[O:18])=[O:19])#[N:22]. The yield is 0.820.